From a dataset of Catalyst prediction with 721,799 reactions and 888 catalyst types from USPTO. Predict which catalyst facilitates the given reaction. (1) Reactant: [C:1](Cl)(=[O:3])[CH3:2].Cl.Cl.[NH:7]1[CH2:12][CH2:11][CH:10]([CH2:13][CH2:14][NH:15][C:16]2[N:17]([CH2:30][CH2:31][CH3:32])[N:18]=[C:19]3[C:28]=2[C:27]2[CH:26]=[CH:25][CH:24]=[CH:23][C:22]=2[N:21]=[C:20]3[NH2:29])[CH2:9][CH2:8]1.C(N(CC)CC)C.CN1CCCC1=O. Product: [C:1]([N:7]1[CH2:8][CH2:9][CH:10]([CH2:13][CH2:14][NH:15][C:16]2[N:17]([CH2:30][CH2:31][CH3:32])[N:18]=[C:19]3[C:28]=2[C:27]2[CH:26]=[CH:25][CH:24]=[CH:23][C:22]=2[N:21]=[C:20]3[NH2:29])[CH2:11][CH2:12]1)(=[O:3])[CH3:2]. The catalyst class is: 4. (2) Reactant: [Br:1][C:2]1[C:3](=[O:8])[NH:4][CH:5]=[CH:6][CH:7]=1.[CH3:9][C:10]([CH3:13])([O-])[CH3:11].[K+].F[C:16]1C=C(C)[C:19]([N+:23]([O-:25])=[O:24])=[CH:18][C:17]=1C.O. Product: [Br:1][C:2]1[C:3](=[O:8])[N:4]([C:9]2[C:17]([CH3:16])=[CH:18][C:19]([N+:23]([O-:25])=[O:24])=[CH:11][C:10]=2[CH3:13])[CH:5]=[CH:6][CH:7]=1. The catalyst class is: 3. (3) Reactant: C(OC([NH:8][CH:9]([CH2:15][CH3:16])[CH:10]([OH:14])[C:11]([OH:13])=O)=O)(C)(C)C.C(Cl)CCl.C1C=CC2N(O)N=NC=2C=1.[CH2:31]([NH2:38])[C:32]1[CH:37]=[CH:36][CH:35]=[CH:34][CH:33]=1.CN1CCOCC1. Product: [CH2:31]([NH:38][C:11](=[O:13])[CH:10]([OH:14])[C@@H:9]([NH2:8])[CH2:15][CH3:16])[C:32]1[CH:37]=[CH:36][CH:35]=[CH:34][CH:33]=1. The catalyst class is: 4. (4) Reactant: Br[C:2]1[CH:10]=[C:9]2[C:5]([CH:6]=[N:7][N:8]2[CH3:11])=[C:4]([NH:12][C:13]([C:15]2[N:16]=[C:17]([CH2:20][N:21]3[CH2:26][C@H:25]([CH3:27])[O:24][C@H:23]([CH3:28])[CH2:22]3)[S:18][CH:19]=2)=[O:14])[CH:3]=1.[CH3:29][C:30]1([CH3:48])[CH2:35][C:34]([CH3:37])([CH3:36])[O:33][B:32]([B:32]2[O:33][C:34]([CH3:37])([CH3:36])[CH2:35][C:30]([CH3:48])([CH3:29])[O:31]2)[O:31]1.C([O-])(=O)C.[K+]. Product: [CH3:28][C@H:23]1[O:24][C@@H:25]([CH3:27])[CH2:26][N:21]([CH2:20][C:17]2[S:18][CH:19]=[C:15]([C:13]([NH:12][C:4]3[CH:3]=[C:2]([B:32]4[O:33][C:34]([CH3:37])([CH3:36])[CH2:35][C:30]([CH3:48])([CH3:29])[O:31]4)[CH:10]=[C:9]4[C:5]=3[CH:6]=[N:7][N:8]4[CH3:11])=[O:14])[N:16]=2)[CH2:22]1. The catalyst class is: 294. (5) Reactant: [CH3:1][C:2]1([CH3:34])[CH2:32][C:31](=[O:33])[C:5]2[C:6]([C:9]([NH:11][C:12]3[N:17]=[CH:16][C:15]([N:18]4[CH2:23][CH2:22][N:21](C(OC(C)(C)C)=O)[CH2:20][CH2:19]4)=[CH:14][CH:13]=3)=[O:10])=[CH:7][O:8][C:4]=2[CH2:3]1.O1CCOCC1.C(=O)([O-])[O-].[K+].[K+]. Product: [CH3:1][C:2]1([CH3:34])[CH2:32][C:31](=[O:33])[C:5]2[C:6]([C:9]([NH:11][C:12]3[CH:13]=[CH:14][C:15]([N:18]4[CH2:19][CH2:20][NH:21][CH2:22][CH2:23]4)=[CH:16][N:17]=3)=[O:10])=[CH:7][O:8][C:4]=2[CH2:3]1. The catalyst class is: 33. (6) Reactant: [CH3:1][C@H:2]1[O:4][C@@:3]1([C:6]1[CH:11]=[CH:10][CH:9]=[CH:8][CH:7]=1)[CH3:5].[CH3:12][SH:13].[Na]. Product: [CH3:12][S:13][C@H:2]([CH3:1])[C@@:3]([C:6]1[CH:11]=[CH:10][CH:9]=[CH:8][CH:7]=1)([OH:4])[CH3:5]. The catalyst class is: 5. (7) Reactant: [NH:1]1[CH2:6][CH2:5][O:4][CH:3]([CH:7]([C:17]2[CH:22]=[CH:21][CH:20]=[CH:19][CH:18]=2)[O:8][C:9]2[CH:14]=[CH:13][CH:12]=[CH:11][C:10]=2[CH2:15][OH:16])[CH2:2]1.[OH-].[Na+].[C:25](O[C:25]([O:27][C:28]([CH3:31])([CH3:30])[CH3:29])=[O:26])([O:27][C:28]([CH3:31])([CH3:30])[CH3:29])=[O:26]. Product: [C:28]([O:27][C:25]([N:1]1[CH2:6][CH2:5][O:4][CH:3]([CH:7]([O:8][C:9]2[CH:14]=[CH:13][CH:12]=[CH:11][C:10]=2[CH2:15][OH:16])[C:17]2[CH:22]=[CH:21][CH:20]=[CH:19][CH:18]=2)[CH2:2]1)=[O:26])([CH3:31])([CH3:30])[CH3:29]. The catalyst class is: 1.